Binary Classification. Given a drug SMILES string, predict its activity (active/inactive) in a high-throughput screening assay against a specified biological target. From a dataset of HIV replication inhibition screening data with 41,000+ compounds from the AIDS Antiviral Screen. (1) The drug is COc1ccc(NC(C)=O)cc1N1C(=O)C(=Cc2cc(OC)c(OC)c(OC)c2)S(=O)(=O)C1c1ccccc1. The result is 0 (inactive). (2) The compound is CCOC(=O)c1sc2c(c1OC(=O)c1ccc(OC)cc1)c(=O)n(-c1ccccc1)c(=S)n2-c1ccccc1. The result is 0 (inactive). (3) The molecule is O=C(C=Cc1ccccc1)CC(=O)CCC(=O)Nc1ccc(Cl)cc1. The result is 0 (inactive). (4) The drug is O=S(=O)(O)c1cc(O)c2c(N=Nc3ccc(Nc4ccccc4)c4c(S(=O)(=O)O)cccc34)cc(S(=O)(=O)O)cc2c1. The result is 1 (active). (5) The drug is O=C1NC2=NN=CCN2c2ncccc21. The result is 0 (inactive). (6) The drug is N#CCCNCCN(CCN(C(=O)Nc1ccccc1)c1ccccc1)C(=O)Nc1ccccc1. The result is 0 (inactive).